From a dataset of NCI-60 drug combinations with 297,098 pairs across 59 cell lines. Regression. Given two drug SMILES strings and cell line genomic features, predict the synergy score measuring deviation from expected non-interaction effect. (1) Drug 1: C1CNP(=O)(OC1)N(CCCl)CCCl. Drug 2: CC1CCC2CC(C(=CC=CC=CC(CC(C(=O)C(C(C(=CC(C(=O)CC(OC(=O)C3CCCCN3C(=O)C(=O)C1(O2)O)C(C)CC4CCC(C(C4)OC)OP(=O)(C)C)C)C)O)OC)C)C)C)OC. Cell line: HCT116. Synergy scores: CSS=10.6, Synergy_ZIP=2.91, Synergy_Bliss=7.17, Synergy_Loewe=7.79, Synergy_HSA=7.39. (2) Synergy scores: CSS=18.7, Synergy_ZIP=2.78, Synergy_Bliss=2.42, Synergy_Loewe=2.30, Synergy_HSA=2.33. Cell line: MDA-MB-435. Drug 2: CC1C(C(=O)NC(C(=O)N2CCCC2C(=O)N(CC(=O)N(C(C(=O)O1)C(C)C)C)C)C(C)C)NC(=O)C3=C4C(=C(C=C3)C)OC5=C(C(=O)C(=C(C5=N4)C(=O)NC6C(OC(=O)C(N(C(=O)CN(C(=O)C7CCCN7C(=O)C(NC6=O)C(C)C)C)C)C(C)C)C)N)C. Drug 1: CC12CCC3C(C1CCC2=O)CC(=C)C4=CC(=O)C=CC34C. (3) Drug 1: COC1=C2C(=CC3=C1OC=C3)C=CC(=O)O2. Drug 2: C1C(C(OC1N2C=NC3=C2NC=NCC3O)CO)O. Cell line: SF-295. Synergy scores: CSS=7.07, Synergy_ZIP=-5.30, Synergy_Bliss=-3.21, Synergy_Loewe=-2.51, Synergy_HSA=-0.945.